This data is from Forward reaction prediction with 1.9M reactions from USPTO patents (1976-2016). The task is: Predict the product of the given reaction. (1) Given the reactants [OH:1][C:2]1[C:3]([CH3:19])=[C:4]2[C:9](=[C:10]([CH3:13])[C:11]=1[CH3:12])[O:8][C:7]([CH3:18])([C:14]([O:16]C)=[O:15])[CH2:6][CH2:5]2.[OH-].[Na+].S([O-])(O)(=O)=O.[K+], predict the reaction product. The product is: [OH:1][C:2]1[C:3]([CH3:19])=[C:4]2[C:9](=[C:10]([CH3:13])[C:11]=1[CH3:12])[O:8][C:7]([CH3:18])([C:14]([OH:16])=[O:15])[CH2:6][CH2:5]2. (2) The product is: [CH3:10][O:9][C:6]1[CH:7]=[CH:8][C:3]([P:11](=[O:12])([C:3]2[CH:8]=[CH:7][C:6]([O:9][CH3:10])=[CH:5][CH:4]=2)[C:16]([CH3:19])([CH3:18])[CH3:17])=[CH:4][CH:5]=1. Given the reactants [Mg].Br[C:3]1[CH:8]=[CH:7][C:6]([O:9][CH3:10])=[CH:5][CH:4]=1.[P:11](Cl)(Cl)(Cl)=[O:12].[C:16]([Mg]Cl)([CH3:19])([CH3:18])[CH3:17], predict the reaction product. (3) Given the reactants [OH:1][C:2]1[CH:7]=[CH:6][N:5]([C:8]2[CH:9]=[CH:10][C:11]3[C:12]4[CH2:21][N:20]([C:22]([O:24][C:25]([CH3:28])([CH3:27])[CH3:26])=[O:23])[CH2:19][CH2:18][C:13]=4[N:14]([CH3:17])[C:15]=3[CH:16]=2)[C:4](=[O:29])[CH:3]=1.[Li]N([Si](C)(C)C)[Si](C)(C)C.C1(N([S:47]([C:50]([F:53])([F:52])[F:51])(=[O:49])=[O:48])[S:47]([C:50]([F:53])([F:52])[F:51])(=[O:49])=[O:48])C=CC=CC=1, predict the reaction product. The product is: [CH3:17][N:14]1[C:15]2[CH:16]=[C:8]([N:5]3[CH:6]=[CH:7][C:2]([O:1][S:47]([C:50]([F:53])([F:52])[F:51])(=[O:49])=[O:48])=[CH:3][C:4]3=[O:29])[CH:9]=[CH:10][C:11]=2[C:12]2[CH2:21][N:20]([C:22]([O:24][C:25]([CH3:26])([CH3:28])[CH3:27])=[O:23])[CH2:19][CH2:18][C:13]1=2. (4) Given the reactants Br[C:2]1[C:3]([F:12])=[C:4]([CH:6]=[C:7]([N+:9]([O-:11])=[O:10])[CH:8]=1)[NH2:5].B1([CH:24]2[CH2:26][CH2:25]2)OC(=O)CN(C)CC(=O)O1.P(C1CCCCC1)(C1CCCCC1)C1CCCCC1.C([O-])([O-])=O.[Cs+].[Cs+], predict the reaction product. The product is: [CH:24]1([C:2]2[C:3]([F:12])=[C:4]([CH:6]=[C:7]([N+:9]([O-:11])=[O:10])[CH:8]=2)[NH2:5])[CH2:26][CH2:25]1. (5) Given the reactants [C:1]([C:4]1[NH:8][C:7]2[C:9]([Cl:13])=[C:10]([Cl:12])[S:11][C:6]=2[CH:5]=1)([OH:3])=O.[NH2:14][C@H:15]1[CH2:23][C:22]2[C:17](=[CH:18][CH:19]=[CH:20][CH:21]=2)[C@@H:16]1[NH:24][S:25]([CH3:28])(=[O:27])=[O:26].CCN(C(C)C)C(C)C.C1C=CC2N(O)N=NC=2C=1.CCN=C=NCCCN(C)C, predict the reaction product. The product is: [Cl:12][C:10]1[S:11][C:6]2[CH:5]=[C:4]([C:1]([NH:14][C@H:15]3[CH2:23][C:22]4[C:17](=[CH:18][CH:19]=[CH:20][CH:21]=4)[C@@H:16]3[NH:24][S:25]([CH3:28])(=[O:27])=[O:26])=[O:3])[NH:8][C:7]=2[C:9]=1[Cl:13]. (6) Given the reactants [CH:1]1([NH2:8])[CH2:6][CH2:5][CH2:4][CH2:3][CH:2]1[NH2:7].[C:9]([OH:18])(=[O:17])[CH:10]([CH:12]([C:14]([OH:16])=[O:15])[OH:13])[OH:11], predict the reaction product. The product is: [C@@H:1]1([NH2:8])[CH2:6][CH2:5][CH2:4][CH2:3][C@H:2]1[NH2:7].[C:9]([OH:18])(=[O:17])[CH:10]([CH:12]([C:14]([OH:16])=[O:15])[OH:13])[OH:11].